From a dataset of Peptide-MHC class I binding affinity with 185,985 pairs from IEDB/IMGT. Regression. Given a peptide amino acid sequence and an MHC pseudo amino acid sequence, predict their binding affinity value. This is MHC class I binding data. (1) The peptide sequence is HPVLVTATL. The MHC is HLA-B14:02 with pseudo-sequence HLA-B14:02. The binding affinity (normalized) is 0.0847. (2) The peptide sequence is KPTGSAVV. The MHC is HLA-B08:01 with pseudo-sequence HLA-B08:01. The binding affinity (normalized) is 0.213. (3) The MHC is HLA-A02:03 with pseudo-sequence HLA-A02:03. The binding affinity (normalized) is 0.855. The peptide sequence is VMYAFTTPLI. (4) The peptide sequence is RDYVDRFYKTL. The MHC is HLA-A02:01 with pseudo-sequence HLA-A02:01. The binding affinity (normalized) is 0. (5) The peptide sequence is SELPETLETL. The MHC is HLA-B40:01 with pseudo-sequence HLA-B40:01. The binding affinity (normalized) is 0.818. (6) The peptide sequence is NGDVVAIDY. The MHC is HLA-A23:01 with pseudo-sequence HLA-A23:01. The binding affinity (normalized) is 0.